This data is from Catalyst prediction with 721,799 reactions and 888 catalyst types from USPTO. The task is: Predict which catalyst facilitates the given reaction. (1) Reactant: [F:1][C:2]1[CH:7]=[CH:6][C:5]([N+:8]([O-])=O)=[CH:4][C:3]=1[CH2:11][OH:12]. Product: [NH2:8][C:5]1[CH:6]=[CH:7][C:2]([F:1])=[C:3]([CH2:11][OH:12])[CH:4]=1. The catalyst class is: 29. (2) Reactant: [NH2:1][C:2]1[CH:11]=[CH:10][C:5]([C:6]([O:8][CH3:9])=[O:7])=[CH:4][CH:3]=1.[N:12]([O-])=O.[Na+].[Sn](Cl)(Cl)(Cl)Cl. Product: [NH:1]([C:2]1[CH:3]=[CH:4][C:5]([C:6]([O:8][CH3:9])=[O:7])=[CH:10][CH:11]=1)[NH2:12]. The catalyst class is: 126.